Dataset: Full USPTO retrosynthesis dataset with 1.9M reactions from patents (1976-2016). Task: Predict the reactants needed to synthesize the given product. (1) The reactants are: [C:1]([C:3](=[C:7]([C:14]1[CH:19]=[CH:18][CH:17]=[CH:16][CH:15]=1)[C:8]1[CH:13]=[CH:12][CH:11]=[CH:10][CH:9]=1)[C:4]([OH:6])=[O:5])#[N:2].[CH:20]12[CH2:26][CH:23]([CH:24]=[CH:25]1)[CH2:22][CH:21]2[CH2:27]O.C1(N=C=NC2CCCCC2)CCCCC1.ClCCl. Given the product [CH3:22][CH2:23][CH2:24][CH2:25][CH:20]([CH2:26][O:5][C:4]([C:3]([C:1]#[N:2])=[C:7]([C:14]1[CH:19]=[CH:18][CH:17]=[CH:16][CH:15]=1)[C:8]1[CH:9]=[CH:10][CH:11]=[CH:12][CH:13]=1)=[O:6])[CH2:21][CH3:27], predict the reactants needed to synthesize it. (2) Given the product [Br:29][C:15]1[CH2:16][O:17][C:12]2[C:13]([CH:14]=1)=[CH:21][C:9]([Cl:8])=[CH:10][CH:11]=2, predict the reactants needed to synthesize it. The reactants are: O.O.C([O-])(=O)C.[Li+].[Cl:8][C:9]1[CH:10]=[CH:11][C:12]2[O:17][CH2:16][C:15](C(O)=O)=[CH:14][C:13]=2[CH:21]=1.C1C(=O)N([Br:29])C(=O)C1.